Dataset: Full USPTO retrosynthesis dataset with 1.9M reactions from patents (1976-2016). Task: Predict the reactants needed to synthesize the given product. (1) Given the product [F:28][C:11]1[CH:12]=[C:13]([O:16][C@H:17]2[CH2:21][CH2:20][CH2:19][C@@H:18]2[C:22]2[N:26]([CH3:27])[N:25]=[CH:24][CH:23]=2)[CH:14]=[CH:15][C:10]=1[S:7]([NH:6][C:29]1[CH:34]=[CH:33][N:32]=[CH:31][N:30]=1)(=[O:8])=[O:9], predict the reactants needed to synthesize it. The reactants are: COC1C=C(OC)C=CC=1C[N:6]([C:29]1[CH:34]=[CH:33][N:32]=[CH:31][N:30]=1)[S:7]([C:10]1[CH:15]=[CH:14][C:13]([O:16][C@H:17]2[CH2:21][CH2:20][CH2:19][C@@H:18]2[C:22]2[N:26]([CH3:27])[N:25]=[CH:24][CH:23]=2)=[CH:12][C:11]=1[F:28])(=[O:9])=[O:8].C([SiH](CC)CC)C. (2) Given the product [CH3:1][N:2]1[C:6]([C:7]2[CH:8]=[C:9]([C:13]([NH:17][C@@H:18]([CH2:31][C:32]3[CH:37]=[CH:36][CH:35]=[CH:34][C:33]=3[C:38]([F:41])([F:39])[F:40])[CH2:19][N:20]3[C:28](=[O:29])[C:27]4[C:22](=[CH:23][CH:24]=[CH:25][CH:26]=4)[C:21]3=[O:30])=[O:15])[O:10][C:11]=2[CH3:12])=[C:5]([CH3:16])[CH:4]=[N:3]1, predict the reactants needed to synthesize it. The reactants are: [CH3:1][N:2]1[C:6]([C:7]2[CH:8]=[C:9]([C:13]([OH:15])=O)[O:10][C:11]=2[CH3:12])=[C:5]([CH3:16])[CH:4]=[N:3]1.[NH2:17][C@@H:18]([CH2:31][C:32]1[CH:37]=[CH:36][CH:35]=[CH:34][C:33]=1[C:38]([F:41])([F:40])[F:39])[CH2:19][N:20]1[C:28](=[O:29])[C:27]2[C:22](=[CH:23][CH:24]=[CH:25][CH:26]=2)[C:21]1=[O:30].C(N(CC)C(C)C)(C)C.F[P-](F)(F)(F)(F)F.Br[P+](N1CCCC1)(N1CCCC1)N1CCCC1. (3) Given the product [CH3:36][C:7]([S:9][C:10]1[S:11][CH:12]=[C:13]([CH2:15][CH2:16][N:17]([CH3:35])[C:18]2[N:23]=[CH:22][C:21]([C:24]3[CH:25]=[CH:26][C:27]([O:30][C:31]([F:32])([F:34])[F:33])=[CH:28][CH:29]=3)=[CH:20][N:19]=2)[N:14]=1)([CH3:8])[C:6]([OH:37])=[O:5], predict the reactants needed to synthesize it. The reactants are: C([O:5][C:6](=[O:37])[C:7]([CH3:36])([S:9][C:10]1[S:11][CH:12]=[C:13]([CH2:15][CH2:16][N:17]([CH3:35])[C:18]2[N:23]=[CH:22][C:21]([C:24]3[CH:29]=[CH:28][C:27]([O:30][C:31]([F:34])([F:33])[F:32])=[CH:26][CH:25]=3)=[CH:20][N:19]=2)[N:14]=1)[CH3:8])(C)(C)C.FC(F)(F)C(O)=O.